From a dataset of Human liver microsome stability data. Regression/Classification. Given a drug SMILES string, predict its absorption, distribution, metabolism, or excretion properties. Task type varies by dataset: regression for continuous measurements (e.g., permeability, clearance, half-life) or binary classification for categorical outcomes (e.g., BBB penetration, CYP inhibition). Dataset: hlm. (1) The molecule is COc1ccc(C2=Nc3c(C(C)(C)C)nn(CCO)c3C(=O)NC2)cc1-c1cnc(N(C)C)cc1C. The result is 0 (unstable in human liver microsomes). (2) The drug is CC(C)CC(N(C)C)C1(c2ccc(Cl)c(Cl)c2)CCCCC1. The result is 1 (stable in human liver microsomes). (3) The drug is O=C(O)C(=O)C=C(O)c1cc(Cc2ccc(F)cc2F)cn(Cc2ccccc2F)c1=O. The result is 0 (unstable in human liver microsomes). (4) The molecule is Cc1ccc2nc3c(cc(C(=O)NCc4ccc(C(F)(F)F)cc4)c(=N)n3C3(c4ccc(F)cc4)CC3)c(=O)n2c1. The result is 0 (unstable in human liver microsomes). (5) The compound is CCOC(=O)C1=C(C)NC(=O)NC1c1cc2c(cc1OC)OC(C)(CC)C=C2Cl. The result is 0 (unstable in human liver microsomes). (6) The result is 0 (unstable in human liver microsomes). The molecule is O=C1NCCc2[nH]c(-c3ccnc(-c4cnc5ccccc5c4)c3)cc21.